This data is from Forward reaction prediction with 1.9M reactions from USPTO patents (1976-2016). The task is: Predict the product of the given reaction. (1) Given the reactants C([O:3][C:4](=[O:27])[CH2:5][CH:6]1[C:11]2[N:12]([CH2:18][C:19]3[CH:24]=[CH:23][C:22]([Cl:25])=[C:21]([Cl:26])[CH:20]=3)[C:13]([CH:15]([CH3:17])[CH3:16])=[N:14][C:10]=2[CH2:9][CH2:8][CH2:7]1)C.[OH-].[Na+].Cl, predict the reaction product. The product is: [Cl:26][C:21]1[CH:20]=[C:19]([CH2:18][N:12]2[C:11]3[CH:6]([CH2:5][C:4]([OH:27])=[O:3])[CH2:7][CH2:8][CH2:9][C:10]=3[N:14]=[C:13]2[CH:15]([CH3:17])[CH3:16])[CH:24]=[CH:23][C:22]=1[Cl:25]. (2) Given the reactants [NH2:1][C:2]1[CH:7]=[CH:6][C:5]([SH:8])=[CH:4][CH:3]=1.C(=O)([O-])[O-].[K+].[K+].S(O[CH:26]1[CH2:31][CH2:30][N:29]([C:32]([O:34][C:35]([CH3:38])([CH3:37])[CH3:36])=[O:33])[CH2:28][CH2:27]1)(C1C=CC(C)=CC=1)(=O)=O, predict the reaction product. The product is: [NH2:1][C:2]1[CH:7]=[CH:6][C:5]([S:8][CH:26]2[CH2:31][CH2:30][N:29]([C:32]([O:34][C:35]([CH3:38])([CH3:37])[CH3:36])=[O:33])[CH2:28][CH2:27]2)=[CH:4][CH:3]=1. (3) Given the reactants C(O[NH:6][N:7]([C:12]1([CH2:22][CH:23]=[CH2:24])[CH2:21][C:16]2([CH2:20][CH2:19][CH2:18][CH2:17]2)[O:15][CH2:14][CH2:13]1)C(NN)=O)(C)(C)C.Cl, predict the reaction product. The product is: [CH2:22]([C:12]1([NH:7][NH2:6])[CH2:21][C:16]2([CH2:20][CH2:19][CH2:18][CH2:17]2)[O:15][CH2:14][CH2:13]1)[CH:23]=[CH2:24]. (4) Given the reactants [NH2:1][C:2]1[CH:7]=[CH:6][C:5]([CH2:8][C:9]([C:11]2[N:12]([CH2:16][CH2:17][CH3:18])[CH:13]=[CH:14][N:15]=2)=O)=[CH:4][CH:3]=1.Cl.[NH2:20][OH:21].C(=O)(O)[O-].[Na+], predict the reaction product. The product is: [NH2:1][C:2]1[CH:7]=[CH:6][C:5]([CH2:8]/[C:9](/[C:11]2[N:12]([CH2:16][CH2:17][CH3:18])[CH:13]=[CH:14][N:15]=2)=[N:20]\[OH:21])=[CH:4][CH:3]=1.[NH2:1][C:2]1[CH:7]=[CH:6][C:5]([CH2:8]/[C:9](/[C:11]2[N:12]([CH2:16][CH2:17][CH3:18])[CH:13]=[CH:14][N:15]=2)=[N:20]/[OH:21])=[CH:4][CH:3]=1. (5) Given the reactants C([O:3][C:4]([C:6]1[N:11]=[N:10][C:9]2=[C:12]([C:21]3[CH:26]=[CH:25][C:24]([Cl:27])=[C:23]([O:28]C)[CH:22]=3)[C:13]([C:15]3[CH:20]=[CH:19][N:18]=[CH:17][CH:16]=3)=[N:14][N:8]2[C:7]=1[CH:30]1[CH2:32][CH2:31]1)=[O:5])C.B(Br)(Br)Br, predict the reaction product. The product is: [Cl:27][C:24]1[CH:25]=[CH:26][C:21]([C:12]2[C:13]([C:15]3[CH:16]=[CH:17][N:18]=[CH:19][CH:20]=3)=[N:14][N:8]3[C:7]([CH:30]4[CH2:32][CH2:31]4)=[C:6]([C:4]([OH:5])=[O:3])[N:11]=[N:10][C:9]=23)=[CH:22][C:23]=1[OH:28]. (6) The product is: [C:1]([C:3]1[C:4]([NH:20][C:21]2[CH:22]=[C:23]([CH:28]=[CH:29][C:30]=2[CH3:31])[C:24]([NH:26][CH3:27])=[O:25])=[N:5][C:6]([NH:33][CH3:32])=[N:7][C:8]=1[N:9]([CH2:11][C:12]([CH3:15])([CH3:14])[CH3:13])[CH3:10])#[N:2]. Given the reactants [C:1]([C:3]1[C:4]([NH:20][C:21]2[CH:22]=[C:23]([CH:28]=[CH:29][C:30]=2[CH3:31])[C:24]([NH:26][CH3:27])=[O:25])=[N:5][C:6](S(C)(=O)=O)=[N:7][C:8]=1[N:9]([CH2:11][C:12]([CH3:15])([CH3:14])[CH3:13])[CH3:10])#[N:2].[CH3:32][NH2:33], predict the reaction product. (7) Given the reactants [ClH:1].[NH2:2][N:3]=[CH:4][NH:5][NH:6][CH2:7][C:8]([OH:10])=[O:9].[CH2:11](O)[C:12]1[CH:17]=[CH:16][CH:15]=[CH:14][CH:13]=1, predict the reaction product. The product is: [ClH:1].[C:12]1([CH2:11][O:9][C:8](=[O:10])[CH2:7][NH:6][NH:5][CH:4]=[N:3][NH2:2])[CH:17]=[CH:16][CH:15]=[CH:14][CH:13]=1.